From a dataset of M1 muscarinic receptor antagonist screen with 61,756 compounds. Binary Classification. Given a drug SMILES string, predict its activity (active/inactive) in a high-throughput screening assay against a specified biological target. (1) The compound is S(=O)(=O)(NCCOc1ccc(OCCCC)cc1)N(C)C. The result is 0 (inactive). (2) The drug is O=C(N1CCN(C(CC)c2n(nnn2)Cc2ccccc2)CC1)c1occc1. The result is 0 (inactive).